From a dataset of NCI-60 drug combinations with 297,098 pairs across 59 cell lines. Regression. Given two drug SMILES strings and cell line genomic features, predict the synergy score measuring deviation from expected non-interaction effect. (1) Drug 1: CC1C(C(CC(O1)OC2CC(CC3=C2C(=C4C(=C3O)C(=O)C5=C(C4=O)C(=CC=C5)OC)O)(C(=O)C)O)N)O.Cl. Drug 2: CN(C(=O)NC(C=O)C(C(C(CO)O)O)O)N=O. Cell line: SNB-75. Synergy scores: CSS=11.8, Synergy_ZIP=-0.476, Synergy_Bliss=0.668, Synergy_Loewe=-59.8, Synergy_HSA=0.505. (2) Drug 1: C1CCC(C1)C(CC#N)N2C=C(C=N2)C3=C4C=CNC4=NC=N3. Drug 2: CCC1(C2=C(COC1=O)C(=O)N3CC4=CC5=C(C=CC(=C5CN(C)C)O)N=C4C3=C2)O.Cl. Cell line: HOP-62. Synergy scores: CSS=43.2, Synergy_ZIP=2.45, Synergy_Bliss=4.21, Synergy_Loewe=-33.2, Synergy_HSA=-1.10.